From a dataset of Reaction yield outcomes from USPTO patents with 853,638 reactions. Predict the reaction yield, written as a fraction of the theoretical maximum amount of product (1.0 means a 100% yield; for example, 0.34 means a 34% yield). (1) The reactants are Br[CH2:2][C:3]1[C:11]2[N:10]=[CH:9][N:8]([C:12]([O:14][C:15]([CH3:18])([CH3:17])[CH3:16])=[O:13])[C:7]=2[CH:6]=[CH:5][CH:4]=1.[N-:19]=[N+:20]=[N-:21].[Na+]. The catalyst is CC(C)=O.[I-].[Na+]. The product is [N:19]([CH2:2][C:3]1[C:11]2[N:10]=[CH:9][N:8]([C:12]([O:14][C:15]([CH3:18])([CH3:17])[CH3:16])=[O:13])[C:7]=2[CH:6]=[CH:5][CH:4]=1)=[N+:20]=[N-:21]. The yield is 0.840. (2) The reactants are B(Br)(Br)Br.C([O:12][C:13]1[CH:14]=[C:15]2[C:20](=[CH:21][CH:22]=1)[CH:19]([C:23]1[CH:28]=[CH:27][C:26]([O:29][CH2:30][CH2:31][N:32]3[CH2:36][CH2:35][CH2:34][CH2:33]3)=[CH:25][CH:24]=1)[N:18]([S:37]([C:40]1[C:41]([CH3:46])=[N:42][O:43][C:44]=1[CH3:45])(=[O:39])=[O:38])[CH2:17][CH2:16]2)C1C=CC=CC=1.CO. The catalyst is C(Cl)Cl. The yield is 0.350. The product is [CH3:46][C:41]1[C:40]([S:37]([N:18]2[CH2:17][CH2:16][C:15]3[C:20](=[CH:21][CH:22]=[C:13]([OH:12])[CH:14]=3)[CH:19]2[C:23]2[CH:24]=[CH:25][C:26]([O:29][CH2:30][CH2:31][N:32]3[CH2:36][CH2:35][CH2:34][CH2:33]3)=[CH:27][CH:28]=2)(=[O:39])=[O:38])=[C:44]([CH3:45])[O:43][N:42]=1. (3) The reactants are [CH3:1][C@H:2]1[CH2:7][N:6]([C:8]2[CH:9]=[CH:10][C:11]3[C:12]4[N:20]=[C:19]([C:21]5[CH:26]=[CH:25][CH:24]=[C:23]([C:27]([F:30])([F:29])[F:28])[CH:22]=5)[CH:18]=[C:17]([C:31]([O:33]C)=O)[C:13]=4[NH:14][C:15]=3[CH:16]=2)[CH2:5][C@@H:4]([CH3:35])[O:3]1.[NH3:36]. The catalyst is CO. The product is [CH3:35][C@H:4]1[CH2:5][N:6]([C:8]2[CH:9]=[CH:10][C:11]3[C:12]4[N:20]=[C:19]([C:21]5[CH:26]=[CH:25][CH:24]=[C:23]([C:27]([F:30])([F:28])[F:29])[CH:22]=5)[CH:18]=[C:17]([C:31]([NH2:36])=[O:33])[C:13]=4[NH:14][C:15]=3[CH:16]=2)[CH2:7][C@@H:2]([CH3:1])[O:3]1. The yield is 0.790. (4) The reactants are Br[C:2]1[CH:3]=[C:4]2[C:9](=[CH:10][CH:11]=1)[N:8]=[C:7]([C:12]1[CH:13]=[CH:14][C:15]3[N:19]=[C:18]([C@@H:20]4[CH2:25][C@@H:24]5[C@@H:22]([CH2:23]5)[N:21]4[C:26]([O:28][C:29]([CH3:32])([CH3:31])[CH3:30])=[O:27])[NH:17][C:16]=3[CH:33]=1)[CH:6]=[N:5]2.CC([O-])=O.[K+].[B:39]1(B2OC(C)(C)C(C)(C)O2)[O:43]C(C)(C)C(C)(C)[O:40]1. The catalyst is O1CCOCC1.C1C=CC([P]([Pd]([P](C2C=CC=CC=2)(C2C=CC=CC=2)C2C=CC=CC=2)([P](C2C=CC=CC=2)(C2C=CC=CC=2)C2C=CC=CC=2)[P](C2C=CC=CC=2)(C2C=CC=CC=2)C2C=CC=CC=2)(C2C=CC=CC=2)C2C=CC=CC=2)=CC=1. The product is [C:29]([O:28][C:26]([N:21]1[C@H:20]([C:18]2[NH:17][C:16]3[CH:33]=[C:12]([C:7]4[CH:6]=[N:5][C:4]5[C:9](=[CH:10][CH:11]=[C:2]([B:39]([OH:43])[OH:40])[CH:3]=5)[N:8]=4)[CH:13]=[CH:14][C:15]=3[N:19]=2)[CH2:25][C@@H:24]2[C@H:22]1[CH2:23]2)=[O:27])([CH3:32])([CH3:31])[CH3:30]. The yield is 0.600. (5) The product is [CH3:16][O:15][C:13](=[O:14])[O:8][C:5]1[CH:6]=[CH:7][C:2]([F:1])=[CH:3][C:4]=1[CH3:9]. The reactants are [F:1][C:2]1[CH:7]=[CH:6][C:5]([OH:8])=[C:4]([CH3:9])[CH:3]=1.[OH-].[Na+].Cl[C:13]([O:15][CH3:16])=[O:14].C([O-])([O-])=O.[Na+].[Na+]. The yield is 0.820. The catalyst is O.